From a dataset of Forward reaction prediction with 1.9M reactions from USPTO patents (1976-2016). Predict the product of the given reaction. (1) Given the reactants [CH2:1]([C:8]1[C:9](=[O:18])[NH:10][N:11]([CH:16]=[O:17])[C:12]=1[CH:13]([CH3:15])[CH3:14])[C:2]1[CH:7]=[CH:6][CH:5]=[CH:4][CH:3]=1.C(=O)([O-])[O-].[K+].[K+].[C:25]([O:31][C@@H:32]1[C@@H:37]([O:38][C:39](=[O:44])[C:40]([CH3:43])([CH3:42])[CH3:41])[C@H:36]([O:45][C:46](=[O:51])[C:47]([CH3:50])([CH3:49])[CH3:48])[C@@H:35]([CH2:52][O:53][C:54](=[O:59])[C:55]([CH3:58])([CH3:57])[CH3:56])[O:34][C@H:33]1Br)(=[O:30])[C:26]([CH3:29])([CH3:28])[CH3:27], predict the reaction product. The product is: [CH2:1]([C:8]1[C:9]([O:18][C@@H:33]2[O:34][C@H:35]([CH2:52][O:53][C:54](=[O:59])[C:55]([CH3:58])([CH3:57])[CH3:56])[C@@H:36]([O:45][C:46](=[O:51])[C:47]([CH3:48])([CH3:49])[CH3:50])[C@H:37]([O:38][C:39](=[O:44])[C:40]([CH3:41])([CH3:42])[CH3:43])[C@H:32]2[O:31][C:25](=[O:30])[C:26]([CH3:29])([CH3:27])[CH3:28])=[N:10][N:11]([CH:16]=[O:17])[C:12]=1[CH:13]([CH3:15])[CH3:14])[C:2]1[CH:7]=[CH:6][CH:5]=[CH:4][CH:3]=1. (2) Given the reactants [OH-].[K+].[F:3][C:4]1[CH:5]=[C:6]([CH:12]2[CH:17]([N+:18]([O-:20])=[O:19])[CH2:16][CH:15]=[CH:14][CH2:13]2)[CH:7]=[C:8]([F:11])[C:9]=1[F:10].[Br:21]N1C(=O)CCC1=O, predict the reaction product. The product is: [F:3][C:4]1[CH:5]=[C:6]([CH:12]2[C:17]([Br:21])([N+:18]([O-:20])=[O:19])[CH2:16][CH:15]=[CH:14][CH2:13]2)[CH:7]=[C:8]([F:11])[C:9]=1[F:10]. (3) Given the reactants [C:1]([O:5][C:6]([NH:8][CH:9]([CH2:13][C:14]1[CH:19]=[CH:18][C:17]([O:20][C:21]2[CH:26]=[CH:25][C:24]([CH:27]=[O:28])=[CH:23][CH:22]=2)=[CH:16][CH:15]=1)[C:10](O)=[O:11])=[O:7])([CH3:4])([CH3:3])[CH3:2].[CH2:29]([N:31](CC)[CH2:32]C)C.CN([P+](ON1N=NC2C=CC=CC1=2)(N(C)C)N(C)C)C.F[P-](F)(F)(F)(F)F.CNC, predict the reaction product. The product is: [C:1]([O:5][C:6](=[O:7])[NH:8][CH:9]([C:10](=[O:11])[N:31]([CH3:32])[CH3:29])[CH2:13][C:14]1[CH:19]=[CH:18][C:17]([O:20][C:21]2[CH:26]=[CH:25][C:24]([CH:27]=[O:28])=[CH:23][CH:22]=2)=[CH:16][CH:15]=1)([CH3:4])([CH3:3])[CH3:2]. (4) Given the reactants [Cl:1][C:2]1[CH:7]=[CH:6][C:5]([C:8]2([CH3:38])[C:12]([C:14]3[CH:19]=[CH:18][C:17]([Cl:20])=[CH:16][CH:15]=3)([CH3:13])[N:11]([C:21](Cl)=[O:22])[C:10]([C:24]3[CH:29]=[CH:28][C:27]([C:30]([C:33]#[N:34])([CH3:32])[CH3:31])=[CH:26][C:25]=3[O:35][CH2:36][CH3:37])=[N:9]2)=[CH:4][CH:3]=1.Cl.Cl.[CH3:41][S:42]([CH2:45][CH2:46][CH2:47][N:48]1[CH2:53][CH2:52][NH:51][CH2:50][CH2:49]1)(=[O:44])=[O:43], predict the reaction product. The product is: [Cl:1][C:2]1[CH:7]=[CH:6][C:5]([C@@:8]2([CH3:38])[C@:12]([C:14]3[CH:19]=[CH:18][C:17]([Cl:20])=[CH:16][CH:15]=3)([CH3:13])[N:11]([C:21]([N:51]3[CH2:50][CH2:49][N:48]([CH2:47][CH2:46][CH2:45][S:42]([CH3:41])(=[O:43])=[O:44])[CH2:53][CH2:52]3)=[O:22])[C:10]([C:24]3[CH:29]=[CH:28][C:27]([C:30]([CH3:31])([CH3:32])[C:33]#[N:34])=[CH:26][C:25]=3[O:35][CH2:36][CH3:37])=[N:9]2)=[CH:4][CH:3]=1. (5) Given the reactants [CH2:1]([C:3]1[N:11]([C:12]2[CH:27]=[CH:26][C:15]([C:16]([NH2:25])=[N:17][C:18]3[CH:19]=[N:20][C:21]([CH3:24])=[CH:22][CH:23]=3)=[CH:14][CH:13]=2)[C:6]2=[N:7][CH:8]=[CH:9][CH:10]=[C:5]2[N:4]=1)[CH3:2].Br[CH2:29][C:30]([C:32]1[S:33][CH:34]=[CH:35][N:36]=1)=O.C([O-])(O)=O.[Na+], predict the reaction product. The product is: [CH2:1]([C:3]1[N:11]([C:12]2[CH:13]=[CH:14][C:15]([C:16]3[N:17]([C:18]4[CH:19]=[N:20][C:21]([CH3:24])=[CH:22][CH:23]=4)[CH:29]=[C:30]([C:32]4[S:33][CH:34]=[CH:35][N:36]=4)[N:25]=3)=[CH:26][CH:27]=2)[C:6]2=[N:7][CH:8]=[CH:9][CH:10]=[C:5]2[N:4]=1)[CH3:2].